From a dataset of Experimentally validated miRNA-target interactions with 360,000+ pairs, plus equal number of negative samples. Binary Classification. Given a miRNA mature sequence and a target amino acid sequence, predict their likelihood of interaction. (1) Result: 1 (interaction). The miRNA is hsa-miR-8054 with sequence GAAAGUACAGAUCGGAUGGGU. The protein sequence of the target gene is MWDQGGQPWQQWPLNQQQWMQSFQHQQDPSQIDWAALAQAWIAQREASGQQSMVEQPPGMMPNGQDMSTMESGPNNHGNFQGDSNFNRMWQPEWGMHQQPPHPPPDQPWMPPTPGPMDIVPPSEDSNSQDSGEFAPDNRHIFNQNNHNFGGPPDNFAVGPVNQFDYQHGAAFGPPQGGFHPPYWQPGPPGPPAPPQNRRERPSSFRDRQRSPIALPVKQEPPQIDAVKRRTLPAWIREGLEKMEREKQKKLEKERMEQQRSQLSKKEKKATEDAEGGDGPRLPQRSKFDSDEEEEDTENV.... (2) The miRNA is hsa-miR-759 with sequence GCAGAGUGCAAACAAUUUUGAC. The protein sequence of the target gene is METLKDKTLQELEELQNDSEAIDQLALESPEVQDLQLEREMALATNRSLAERNLEFQGPLEISRSNLSDRYQELRKLVERCQEQKAKLEKFSSALQPGTLLDLLQVEGMKIEEESEAMAEKFLEGEVPLETFLENFSSMRMLSHLRRVRVEKLQEVVRKPRASQELAGDAPPPRPPPPVRPVPQGTPPVVEEQPQPPLAMPPYPLPYSPSPSLPVGPTAHGALPPAPFPVVSQPSFYSGPLGPTYPAAQLGPRGAAGYSWSPQRSMPPRPGYPGTPMGASGPGYPLRGGRAPSPGYPQQS.... Result: 1 (interaction). (3) The miRNA is hsa-miR-4778-5p with sequence AAUUCUGUAAAGGAAGAAGAGG. The protein sequence of the target gene is MPGEATETVPATEQELPQSQAETGSGTASDSGESVPGIEEQDSTQTTTQKAWLVAAAEIDEEPVGKAKQSRSEKRARKAMSKLGLLQVTGVTRVTIWKSKNILFVITKLDVYKSPASDAYIVFGEAKIQDLSQQAQLAAAEKFRVQGEAVGNIQENTQTPTVQEESEEEEVDETGVEVKDVKLVMSQANVSRAKAVRALKNNSNDIVNAIMELTV. Result: 0 (no interaction). (4) The miRNA is hsa-miR-3188 with sequence AGAGGCUUUGUGCGGAUACGGGG. The protein sequence of the target gene is MPEVERKSKITASRKLMLKSLMLAKAKECWEQEHEEREAEKVRYLSERIPTLQTRGLSLSALQDLCRELHAKVEVVDEERYDIEAKCLHNTREIKDLKLKVLDLRGKFKRPPLRRVRVSADAMLRALLGSKHKVSMDLRANLKSVKKEDTEKERPVEVGDWRKNVEAMSGMEGRKKMFDAAKSPTSQ. Result: 0 (no interaction). (5) The miRNA is hsa-miR-4725-5p with sequence AGACCCUGCAGCCUUCCCACC. The protein sequence of the target gene is METQAEQQELETLPTTKMAQTNPTPGSLGPWKITIYDQENFQGKRMEFTSSCPNVSERSFDNVRSLKVESGAWIGYEHTSFCGQQFILERGEYPRWDAWSGSNAYHIERLMSFRPICSANHKESKMTIFEKENFIGRQWEISDDYPSLQAMGWFNNEVGSMKIQSGAWVCYQYPGYRGYQYILECDHHGGDYKHWREWGSHAQTSQIQSIRRIQQ. Result: 0 (no interaction). (6) The miRNA is hsa-miR-18b-5p with sequence UAAGGUGCAUCUAGUGCAGUUAG. The protein sequence of the target gene is MSRFFTTGSDSESESSLSGEELVTKPVGGNYGKQPLLLSEDEEDTKRVVRSAKDKRFEELTNLIRTIRNAMKIRDVTKCLEEFELLGKAYGKAKSIVDKEGVPRFYIRILADLEDYLNELWEDKEGKKKMNKNNAKALSTLRQKIRKYNRDFESHITSYKQNPEQSADEDAEKNEEDSEGSSDEDEDEDGVSAATFLKKKSEAPSGESRKFLKKMDDEDEDSEDSEDDEDWDTGSTSSDSDSEEEEGKQTALASRFLKKAPTTDEDKKAAEKKREDKAKKKHDRKSKRLDEEEEEDNEGG.... Result: 0 (no interaction).